This data is from Skin sensitization/reaction prediction data. The task is: Regression/Classification. Given a drug SMILES string, predict its toxicity properties. Task type varies by dataset: regression for continuous values (e.g., LD50, hERG inhibition percentage) or binary classification for toxic/non-toxic outcomes (e.g., AMES mutagenicity, cardiotoxicity, hepatotoxicity). Dataset: skin_reaction. (1) The compound is N#Cc1c(Cl)c(Cl)c(Cl)c(C#N)c1Cl. The result is 1 (causes skin reaction). (2) The molecule is CCCCCC=CCC=CCCCCCCCC(=O)O. The result is 1 (causes skin reaction). (3) The compound is O=C(O)c1ccc2c(c1)C(=O)OC2=O. The result is 1 (causes skin reaction). (4) The molecule is Nc1ccc(OCCO)c(N)c1. The result is 1 (causes skin reaction). (5) The molecule is CC(C)=CCCC(C)=CC=O. The result is 1 (causes skin reaction). (6) The molecule is COC(=O)C(C)=O. The result is 1 (causes skin reaction).